This data is from Forward reaction prediction with 1.9M reactions from USPTO patents (1976-2016). The task is: Predict the product of the given reaction. Given the reactants C([NH:4][C:5]1[N:6]=[C:7]([N:25]2[CH2:31][CH2:30][CH2:29][NH:28][CH2:27][CH:26]2[C:32](=[O:41])[NH:33][C:34]2[CH:39]=[CH:38][CH:37]=[C:36]([CH3:40])[CH:35]=2)[C:8]2[N:14]=[C:13]([C:15]3[CH:20]=[CH:19][C:18]([O:21][CH3:22])=[C:17]([O:23][CH3:24])[CH:16]=3)[CH:12]=[CH:11][C:9]=2[N:10]=1)(=O)C.C(=O)([O-])[O-].[K+].[K+], predict the reaction product. The product is: [NH2:4][C:5]1[N:6]=[C:7]([N:25]2[CH2:31][CH2:30][CH2:29][NH:28][CH2:27][CH:26]2[C:32](=[O:41])[NH:33][C:34]2[CH:39]=[CH:38][CH:37]=[C:36]([CH3:40])[CH:35]=2)[C:8]2[N:14]=[C:13]([C:15]3[CH:20]=[CH:19][C:18]([O:21][CH3:22])=[C:17]([O:23][CH3:24])[CH:16]=3)[CH:12]=[CH:11][C:9]=2[N:10]=1.